This data is from Cav3 T-type calcium channel HTS with 100,875 compounds. The task is: Binary Classification. Given a drug SMILES string, predict its activity (active/inactive) in a high-throughput screening assay against a specified biological target. (1) The molecule is O(c1c(CC=C)cccc1OC)CCOCCNCCO. The result is 0 (inactive). (2) The drug is S(c1nc(c2CCCCc2c1C#N)c1ccc(cc1)C)CC(OC)=O. The result is 0 (inactive).